From a dataset of Forward reaction prediction with 1.9M reactions from USPTO patents (1976-2016). Predict the product of the given reaction. The product is: [CH3:6][C:7]1[CH:8]=[C:9]([NH:13][C:14]2[S:15][C:16]([CH2:25][N:36]3[CH2:41][CH2:40][O:39][CH2:38][CH2:37]3)=[C:17]([C:19]3[CH:20]=[CH:21][N:22]=[CH:23][CH:24]=3)[N:18]=2)[CH:10]=[CH:11][CH:12]=1. Given the reactants CS(Cl)(=O)=O.[CH3:6][C:7]1[CH:8]=[C:9]([NH:13][C:14]2[S:15][C:16]([CH2:25]O)=[C:17]([C:19]3[CH:24]=[CH:23][N:22]=[CH:21][CH:20]=3)[N:18]=2)[CH:10]=[CH:11][CH:12]=1.CCN(C(C)C)C(C)C.[NH:36]1[CH2:41][CH2:40][O:39][CH2:38][CH2:37]1, predict the reaction product.